The task is: Regression/Classification. Given a drug SMILES string, predict its absorption, distribution, metabolism, or excretion properties. Task type varies by dataset: regression for continuous measurements (e.g., permeability, clearance, half-life) or binary classification for categorical outcomes (e.g., BBB penetration, CYP inhibition). Dataset: cyp2d6_veith.. This data is from CYP2D6 inhibition data for predicting drug metabolism from PubChem BioAssay. (1) The molecule is COc1cccc(Nc2ncc3nc(-c4cn(C)c5ccccc45)c(=O)n(CCC#N)c3n2)c1. The result is 0 (non-inhibitor). (2) The drug is CCCN1C(=O)C2(/C(=C(\O)c3ccc4c(c3)OCCO4)C(=O)C(=O)N2CCCOC)c2ccccc21. The result is 0 (non-inhibitor).